This data is from Catalyst prediction with 721,799 reactions and 888 catalyst types from USPTO. The task is: Predict which catalyst facilitates the given reaction. (1) Reactant: [Cl:1][C:2]1[CH:12]=[CH:11][C:10]([CH2:13][NH:14][C:15](=[O:20])[C:16]([F:19])([F:18])[F:17])=[CH:9][C:3]=1[C:4]([N:6]=[C:7]=[O:8])=[O:5].[CH3:21][O:22][C:23]1[CH:24]=[C:25]([NH:32][NH:33][C:34]([O:36][C:37]([CH3:40])([CH3:39])[CH3:38])=[O:35])[CH:26]=[CH:27][C:28]=1[N+:29]([O-:31])=[O:30]. Product: [Cl:1][C:2]1[CH:12]=[CH:11][C:10]([CH2:13][NH:14][C:15](=[O:20])[C:16]([F:18])([F:19])[F:17])=[CH:9][C:3]=1[C:4]([NH:6][C:7]([N:32]([C:25]1[CH:26]=[CH:27][C:28]([N+:29]([O-:31])=[O:30])=[C:23]([O:22][CH3:21])[CH:24]=1)[NH:33][C:34]([O:36][C:37]([CH3:40])([CH3:39])[CH3:38])=[O:35])=[O:8])=[O:5]. The catalyst class is: 2. (2) Reactant: [CH2:1]([S:3][C:4]1[N:5]([C:17]2[CH:22]=[CH:21][C:20]([O:23][CH2:24][C:25]([F:28])([F:27])[F:26])=[CH:19][CH:18]=2)[C:6](=[O:16])[C:7]2[CH:13]=[CH:12][C:11]([O:14]C)=[N:10][C:8]=2[N:9]=1)[CH3:2].Cl.N1C=CC=CC=1.Cl. Product: [CH2:1]([S:3][C:4]1[N:5]([C:17]2[CH:22]=[CH:21][C:20]([O:23][CH2:24][C:25]([F:27])([F:28])[F:26])=[CH:19][CH:18]=2)[C:6](=[O:16])[C:7]2[CH:13]=[CH:12][C:11](=[O:14])[NH:10][C:8]=2[N:9]=1)[CH3:2]. The catalyst class is: 9. (3) Reactant: [CH3:1][O:2][C:3](=[O:31])[CH2:4][N:5]1[CH2:11][C:10]([CH2:12]S(C)(=O)=O)=[CH:9][CH2:8][CH:7]([NH:17][C:18]([C:20]2[C:29]3[C:24](=[CH:25][CH:26]=[CH:27][CH:28]=3)[CH:23]=[CH:22][N:21]=2)=[O:19])[C:6]1=[O:30].[N-:32]=[N+:33]=[N-:34].[Na+]. Product: [CH3:1][O:2][C:3](=[O:31])[CH2:4][N:5]1[CH2:11][C:10]([CH2:12][N:32]=[N+:33]=[N-:34])=[CH:9][CH2:8][CH:7]([NH:17][C:18]([C:20]2[C:29]3[C:24](=[CH:25][CH:26]=[CH:27][CH:28]=3)[CH:23]=[CH:22][N:21]=2)=[O:19])[C:6]1=[O:30]. The catalyst class is: 18. (4) Reactant: [Br:1][C:2]1[C:3](=[O:17])[N:4]([C:11]2[CH:16]=[CH:15][CH:14]=[CH:13][CH:12]=2)[N:5]([CH2:9][CH3:10])[C:6]=1[CH2:7]Br.[C:18]1([N:24]2[C:28]3([CH2:33][CH2:32][NH:31][CH2:30][CH2:29]3)[C:27](=[O:34])[NH:26][CH2:25]2)[CH:23]=[CH:22][CH:21]=[CH:20][CH:19]=1.CCN(C(C)C)C(C)C. Product: [Br:1][C:2]1[C:3](=[O:17])[N:4]([C:11]2[CH:16]=[CH:15][CH:14]=[CH:13][CH:12]=2)[N:5]([CH2:9][CH3:10])[C:6]=1[CH2:7][N:31]1[CH2:30][CH2:29][C:28]2([N:24]([C:18]3[CH:23]=[CH:22][CH:21]=[CH:20][CH:19]=3)[CH2:25][NH:26][C:27]2=[O:34])[CH2:33][CH2:32]1. The catalyst class is: 23. (5) Reactant: [CH3:1][C:2]1[CH:3]=[N:4][NH:5][CH:6]=1.C1COCC1.[H-].[Na+].Cl[C:15]1[C:24]2[C:19](=[CH:20][CH:21]=[CH:22][CH:23]=2)[C:18]([NH:25][C:26]2[CH:31]=[CH:30][C:29]([O:32][C:33]3[C:38]([C:39]4[CH:44]=[CH:43][N:42]=[C:41]([NH:45][CH3:46])[N:40]=4)=[CH:37][CH:36]=[CH:35][N:34]=3)=[CH:28][CH:27]=2)=[N:17][N:16]=1. Product: [CH3:1][C:2]1[CH:3]=[N:4][N:5]([C:15]2[C:24]3[C:19](=[CH:20][CH:21]=[CH:22][CH:23]=3)[C:18]([NH:25][C:26]3[CH:31]=[CH:30][C:29]([O:32][C:33]4[C:38]([C:39]5[CH:44]=[CH:43][N:42]=[C:41]([NH:45][CH3:46])[N:40]=5)=[CH:37][CH:36]=[CH:35][N:34]=4)=[CH:28][CH:27]=3)=[N:17][N:16]=2)[CH:6]=1. The catalyst class is: 6.